From a dataset of Retrosynthesis with 50K atom-mapped reactions and 10 reaction types from USPTO. Predict the reactants needed to synthesize the given product. The reactants are: COc1cccc(OC)c1OC. Given the product COc1cccc(OC)c1O, predict the reactants needed to synthesize it.